The task is: Regression. Given two drug SMILES strings and cell line genomic features, predict the synergy score measuring deviation from expected non-interaction effect.. This data is from NCI-60 drug combinations with 297,098 pairs across 59 cell lines. (1) Drug 1: CNC(=O)C1=CC=CC=C1SC2=CC3=C(C=C2)C(=NN3)C=CC4=CC=CC=N4. Drug 2: C(CCl)NC(=O)N(CCCl)N=O. Cell line: SNB-75. Synergy scores: CSS=-1.29, Synergy_ZIP=-0.557, Synergy_Bliss=-2.48, Synergy_Loewe=-4.32, Synergy_HSA=-3.92. (2) Drug 1: C1CN1C2=NC(=NC(=N2)N3CC3)N4CC4. Drug 2: C1=NC2=C(N1)C(=S)N=CN2. Cell line: SR. Synergy scores: CSS=79.6, Synergy_ZIP=-0.243, Synergy_Bliss=-0.380, Synergy_Loewe=-2.34, Synergy_HSA=1.19. (3) Drug 1: C1=CC(=CC=C1C#N)C(C2=CC=C(C=C2)C#N)N3C=NC=N3. Drug 2: B(C(CC(C)C)NC(=O)C(CC1=CC=CC=C1)NC(=O)C2=NC=CN=C2)(O)O. Cell line: SK-MEL-2. Synergy scores: CSS=50.1, Synergy_ZIP=5.50, Synergy_Bliss=2.42, Synergy_Loewe=-28.5, Synergy_HSA=2.98. (4) Drug 1: CC1=C(C=C(C=C1)C(=O)NC2=CC(=CC(=C2)C(F)(F)F)N3C=C(N=C3)C)NC4=NC=CC(=N4)C5=CN=CC=C5. Drug 2: C(CC(=O)O)C(=O)CN.Cl. Cell line: HCC-2998. Synergy scores: CSS=19.7, Synergy_ZIP=-1.65, Synergy_Bliss=-1.16, Synergy_Loewe=3.29, Synergy_HSA=0.298. (5) Drug 1: CN1C(=O)N2C=NC(=C2N=N1)C(=O)N. Drug 2: C1=CC=C(C(=C1)C(C2=CC=C(C=C2)Cl)C(Cl)Cl)Cl. Cell line: TK-10. Synergy scores: CSS=-0.992, Synergy_ZIP=0.105, Synergy_Bliss=-0.401, Synergy_Loewe=-5.95, Synergy_HSA=-4.37. (6) Cell line: SK-OV-3. Drug 2: N.N.Cl[Pt+2]Cl. Synergy scores: CSS=20.9, Synergy_ZIP=-2.62, Synergy_Bliss=6.51, Synergy_Loewe=1.07, Synergy_HSA=4.96. Drug 1: CCC1=C2CN3C(=CC4=C(C3=O)COC(=O)C4(CC)O)C2=NC5=C1C=C(C=C5)O. (7) Drug 1: CS(=O)(=O)OCCCCOS(=O)(=O)C. Drug 2: CC(C)NC(=O)C1=CC=C(C=C1)CNNC.Cl. Cell line: NCI/ADR-RES. Synergy scores: CSS=-2.88, Synergy_ZIP=1.95, Synergy_Bliss=1.13, Synergy_Loewe=-3.08, Synergy_HSA=-2.43. (8) Drug 1: CS(=O)(=O)C1=CC(=C(C=C1)C(=O)NC2=CC(=C(C=C2)Cl)C3=CC=CC=N3)Cl. Drug 2: CC1CCCC2(C(O2)CC(NC(=O)CC(C(C(=O)C(C1O)C)(C)C)O)C(=CC3=CSC(=N3)C)C)C. Cell line: HCC-2998. Synergy scores: CSS=28.7, Synergy_ZIP=1.51, Synergy_Bliss=2.05, Synergy_Loewe=-21.1, Synergy_HSA=2.15. (9) Drug 1: CC1=C2C(C(=O)C3(C(CC4C(C3C(C(C2(C)C)(CC1OC(=O)C(C(C5=CC=CC=C5)NC(=O)OC(C)(C)C)O)O)OC(=O)C6=CC=CC=C6)(CO4)OC(=O)C)OC)C)OC. Drug 2: COC1=CC(=CC(=C1O)OC)C2C3C(COC3=O)C(C4=CC5=C(C=C24)OCO5)OC6C(C(C7C(O6)COC(O7)C8=CC=CS8)O)O. Cell line: SF-539. Synergy scores: CSS=53.7, Synergy_ZIP=-9.84, Synergy_Bliss=-12.4, Synergy_Loewe=-11.0, Synergy_HSA=-7.61.